This data is from Catalyst prediction with 721,799 reactions and 888 catalyst types from USPTO. The task is: Predict which catalyst facilitates the given reaction. (1) Reactant: [F:1][C:2]1[CH:15]=[C:14]([C:16]2[N:21]=[C:20]3[N:22]([CH2:25][C:26]4[CH:27]=[C:28]5[C:33](=[CH:34][CH:35]=4)[N:32]=[CH:31][CH:30]=[CH:29]5)[N:23]=[N:24][C:19]3=[CH:18][CH:17]=2)[CH:13]=[CH:12][C:3]=1[C:4]([NH:6][CH2:7][C:8]([O:10]C)=[O:9])=[O:5].[OH-].[Li+].Cl. Product: [F:1][C:2]1[CH:15]=[C:14]([C:16]2[N:21]=[C:20]3[N:22]([CH2:25][C:26]4[CH:27]=[C:28]5[C:33](=[CH:34][CH:35]=4)[N:32]=[CH:31][CH:30]=[CH:29]5)[N:23]=[N:24][C:19]3=[CH:18][CH:17]=2)[CH:13]=[CH:12][C:3]=1[C:4]([NH:6][CH2:7][C:8]([OH:10])=[O:9])=[O:5]. The catalyst class is: 24. (2) Reactant: [N+:1]([C:4]1[CH:9]=[CH:8][CH:7]=[CH:6][C:5]=1[S:10]([NH:13][CH2:14][CH2:15][C:16]([O:18]C)=[O:17])(=[O:12])=[O:11])([O-:3])=[O:2].CO.[OH-].[Na+].Cl. Product: [N+:1]([C:4]1[CH:9]=[CH:8][CH:7]=[CH:6][C:5]=1[S:10]([NH:13][CH2:14][CH2:15][C:16]([OH:18])=[O:17])(=[O:12])=[O:11])([O-:3])=[O:2]. The catalyst class is: 8. (3) Reactant: Cl.[CH3:2][C:3]1[CH:4]=[C:5]([CH2:8][O:9][CH:10]2[CH2:13][NH:12][CH2:11]2)[S:6][CH:7]=1.CCN=C=NCCCN(C)C.C1C=CC2N(O)N=NC=2C=1.C(N(C(C)C)CC)(C)C.Cl.[O:45]=[C:46]1[NH:55][C:54]2[N:53]=[CH:52][C:51](/[CH:56]=[CH:57]/[C:58](O)=[O:59])=[CH:50][C:49]=2[CH2:48][CH2:47]1. Product: [CH3:2][C:3]1[CH:4]=[C:5]([CH2:8][O:9][CH:10]2[CH2:11][N:12]([C:58](=[O:59])[CH:57]=[CH:56][C:51]3[CH:50]=[C:49]4[C:54](=[N:53][CH:52]=3)[NH:55][C:46](=[O:45])[CH2:47][CH2:48]4)[CH2:13]2)[S:6][CH:7]=1. The catalyst class is: 9. (4) Reactant: C(N(CC)CC)C.[CH:8]([C:10]1[C:18]2[C:13](=[CH:14][CH:15]=[CH:16][CH:17]=2)[N:12](C(OC(C)(C)C)=O)[CH:11]=1)=[O:9].[CH:26](=[N:33][C:34]1[N:39]=[C:38]([O:40][CH3:41])[CH:37]=[C:36]([CH3:42])[N:35]=1)[C:27]1[CH:32]=[CH:31][CH:30]=[CH:29][CH:28]=1. Product: [NH:12]1[C:13]2[C:18](=[CH:17][CH:16]=[CH:15][CH:14]=2)[C:10]([C:8](=[O:9])[CH:26]([NH:33][C:34]2[N:39]=[C:38]([O:40][CH3:41])[CH:37]=[C:36]([CH3:42])[N:35]=2)[C:27]2[CH:28]=[CH:29][CH:30]=[CH:31][CH:32]=2)=[CH:11]1. The catalyst class is: 433. (5) Reactant: [Br:1][C:2]1[CH:7]=[C:6]([F:8])[C:5]([N+:9]([O-:11])=[O:10])=[CH:4][C:3]=1[OH:12].O.[N+:14]([O-])([OH:16])=[O:15]. Product: [Br:1][C:2]1[C:3]([OH:12])=[C:4]([N+:14]([O-:16])=[O:15])[C:5]([N+:9]([O-:11])=[O:10])=[C:6]([F:8])[CH:7]=1. The catalyst class is: 2. (6) Reactant: [Br:1][C:2]1[CH:15]=[C:14]2[C:5]([O:6][CH2:7][CH2:8][N:9]3[C:13]2=[N:12][C:11]([C:16]2[N:20]([CH:21]([CH3:23])[CH3:22])[N:19]=[C:18]([CH3:24])[N:17]=2)=[CH:10]3)=[CH:4][C:3]=1[OH:25].[C:26]([O-])([O-])=O.[K+].[K+].CI. Product: [Br:1][C:2]1[CH:15]=[C:14]2[C:5]([O:6][CH2:7][CH2:8][N:9]3[C:13]2=[N:12][C:11]([C:16]2[N:20]([CH:21]([CH3:22])[CH3:23])[N:19]=[C:18]([CH3:24])[N:17]=2)=[CH:10]3)=[CH:4][C:3]=1[O:25][CH3:26]. The catalyst class is: 21.